Dataset: Aqueous solubility values for 9,982 compounds from the AqSolDB database. Task: Regression/Classification. Given a drug SMILES string, predict its absorption, distribution, metabolism, or excretion properties. Task type varies by dataset: regression for continuous measurements (e.g., permeability, clearance, half-life) or binary classification for categorical outcomes (e.g., BBB penetration, CYP inhibition). For this dataset (solubility_aqsoldb), we predict Y. (1) The drug is COC(=O)C(CO)NC(=O)C(Cl)Cl. The Y is -0.0600 log mol/L. (2) The drug is CC(C)C(=O)OCC1OC(n2cc(I)c(=O)[nH]c2=O)CC1O. The Y is -2.76 log mol/L. (3) The molecule is Cc1ccc(S(=O)(=O)C2(C(=O)OC(C)C)CC2)cc1. The Y is -3.23 log mol/L. (4) The compound is CC(C)C1(Br)C(=O)NC(=O)NC1=O. The Y is -2.21 log mol/L.